Predict the reaction yield, written as a fraction of the theoretical maximum amount of product (1.0 means a 100% yield; for example, 0.34 means a 34% yield). From a dataset of Reaction yield outcomes from USPTO patents with 853,638 reactions. (1) The product is [C:27]([N:4]1[CH2:5][CH2:6][N:1]([C:7]([O:9][CH2:10][C:11]2[CH:16]=[CH:15][CH:14]=[CH:13][CH:12]=2)=[O:8])[CH2:2][CH2:3]1)(=[O:30])[CH2:28][CH3:29]. The reactants are [N:1]1([C:7]([O:9][CH2:10][C:11]2[CH:16]=[CH:15][CH:14]=[CH:13][CH:12]=2)=[O:8])[CH2:6][CH2:5][NH:4][CH2:3][CH2:2]1.C(N(CC)CC)C.C(Cl)Cl.[C:27](Cl)(=[O:30])[CH2:28][CH3:29]. The catalyst is O. The yield is 0.720. (2) The reactants are [CH3:1][CH:2]1[CH2:7][CH2:6][C:5](=O)[CH:4]([CH2:9][C:10](=O)[C:11]2[CH:12]=[N:13][CH:14]=[CH:15][CH:16]=2)[CH2:3]1.[NH2:18][C:19]1[CH:27]=[CH:26][C:22]([C:23]([OH:25])=[O:24])=[CH:21][CH:20]=1. No catalyst specified. The product is [CH3:1][CH:2]1[CH2:7][CH2:6][C:5]2[N:18]([C:19]3[CH:27]=[CH:26][C:22]([C:23]([OH:25])=[O:24])=[CH:21][CH:20]=3)[C:10]([C:11]3[CH:12]=[N:13][CH:14]=[CH:15][CH:16]=3)=[CH:9][C:4]=2[CH2:3]1. The yield is 0.630. (3) The reactants are C(OC([NH:8][CH:9]([CH2:12][C:13]1[CH:18]=[CH:17][CH:16]=[CH:15][CH:14]=1)[CH:10]=O)=O)(C)(C)C.[C:19]1(S(CP(OCC)(=O)OCC)(=O)=O)[CH:24]=[CH:23][CH:22]=[CH:21][CH:20]=1.C[O-].[Na+].[CH:40]([S:42]([CH:45]=[CH2:46])(=[O:44])=[O:43])=C.[ClH:47]. The catalyst is CCOC(C)=O. The product is [ClH:47].[C:19]1([CH:12]([C:13]2[CH:14]=[CH:15][CH:16]=[CH:17][CH:18]=2)[C@H:9]([NH2:8])[CH:10]=[CH:40][S:42]([CH:45]=[CH:46][C@@H:9]([NH2:8])[CH:12]([C:19]2[CH:20]=[CH:21][CH:22]=[CH:23][CH:24]=2)[C:13]2[CH:18]=[CH:17][CH:16]=[CH:15][CH:14]=2)(=[O:44])=[O:43])[CH:24]=[CH:23][CH:22]=[CH:21][CH:20]=1. The yield is 0.880. (4) The product is [Cl:1][CH2:2][C@H:3]1[C:11]2[C:10]3[CH:12]=[CH:13][CH:14]=[CH:15][C:9]=3[C:8]([O:16][C:17]([N:19]3[CH2:20][CH2:21][N:22]([CH3:25])[CH2:23][CH2:24]3)=[O:18])=[CH:7][C:6]=2[N:5]([C:26](=[O:85])[CH2:27][CH2:28][CH2:29][CH2:30][CH2:31][O:32][C:33]2[C:34]([O:83][CH3:84])=[CH:35][C:36]3[C:42](=[O:43])[N:41]4[CH2:44][CH2:45][CH2:46][CH:40]4[C@H:39]([OH:47])[N:38]([C:48]([O:50][CH2:51][C:52]4[CH:57]=[CH:56][C:55]([NH:58][C:59](=[O:81])[C@@H:60]([NH:73][C:74](=[O:80])[C@@H:75]([NH:79][C:98](=[O:99])[CH2:97][CH2:96][CH2:95][CH2:94][CH2:93][N:88]5[C:89](=[O:92])[CH:90]=[CH:91][C:87]5=[O:86])[CH:76]([CH3:77])[CH3:78])[CH2:61][CH2:62][CH2:63][CH2:64][NH:65][C:66]([O:68][C:69]([CH3:71])([CH3:70])[CH3:72])=[O:67])=[CH:54][CH:53]=4)=[O:49])[C:37]=3[CH:82]=2)[CH2:4]1. The reactants are [Cl:1][CH2:2][C@H:3]1[C:11]2[C:10]3[CH:12]=[CH:13][CH:14]=[CH:15][C:9]=3[C:8]([O:16][C:17]([N:19]3[CH2:24][CH2:23][N:22]([CH3:25])[CH2:21][CH2:20]3)=[O:18])=[CH:7][C:6]=2[N:5]([C:26](=[O:85])[CH2:27][CH2:28][CH2:29][CH2:30][CH2:31][O:32][C:33]2[C:34]([O:83][CH3:84])=[CH:35][C:36]3[C:42](=[O:43])[N:41]4[CH2:44][CH2:45][CH2:46][CH:40]4[C@H:39]([OH:47])[N:38]([C:48]([O:50][CH2:51][C:52]4[CH:57]=[CH:56][C:55]([NH:58][C:59](=[O:81])[C@@H:60]([NH:73][C:74](=[O:80])[C@@H:75]([NH2:79])[CH:76]([CH3:78])[CH3:77])[CH2:61][CH2:62][CH2:63][CH2:64][NH:65][C:66]([O:68][C:69]([CH3:72])([CH3:71])[CH3:70])=[O:67])=[CH:54][CH:53]=4)=[O:49])[C:37]=3[CH:82]=2)[CH2:4]1.[O:86]=[C:87]1[CH:91]=[CH:90][C:89](=[O:92])[N:88]1[CH2:93][CH2:94][CH2:95][CH2:96][CH2:97][C:98](ON1C(=O)CCC1=O)=[O:99]. The yield is 0.690. The catalyst is CC(N(C)C)=O. (5) The reactants are [Li]CCCC.[C:6]([NH:10][C:11]([C:13]1[C:18]([CH3:19])=[CH:17][CH:16]=[CH:15][N:14]=1)=[O:12])([CH3:9])([CH3:8])[CH3:7].CN(C)CCN(C)C.[C:28](OCC)(=[O:34])[C:29]([O:31][CH2:32][CH3:33])=[O:30]. The catalyst is CCCCCC.C1COCC1. The product is [C:6]([NH:10][C:11]([C:13]1[C:18]([CH2:19][C:28](=[O:34])[C:29]([O:31][CH2:32][CH3:33])=[O:30])=[CH:17][CH:16]=[CH:15][N:14]=1)=[O:12])([CH3:9])([CH3:8])[CH3:7]. The yield is 0.250. (6) The reactants are [OH:1][CH2:2][C:3]([CH3:35])([CH3:34])[CH2:4][N:5]1[C:10](=[O:11])[C:9]([CH2:12][C:13]2[CH:18]=[CH:17][C:16]([C:19]3[C:20]([C:25]#[N:26])=[CH:21][CH:22]=[CH:23][CH:24]=3)=[CH:15][CH:14]=2)=[C:8]([CH2:27][CH2:28][CH3:29])[N:7]2[N:30]=[C:31]([CH3:33])[N:32]=[C:6]12.F[B-](F)(F)F.[H+].[CH3:42][Si](C=[N+]=[N-])(C)C.[Cl-].[OH:50][NH3+:51].[C:52](=[O:55])([O-])O.[Na+]. The catalyst is C(Cl)Cl.C(OCC)(=O)C.CS(C)=O. The product is [CH3:42][O:1][CH2:2][C:3]([CH3:34])([CH3:35])[CH2:4][N:5]1[C:10](=[O:11])[C:9]([CH2:12][C:13]2[CH:14]=[CH:15][C:16]([C:19]3[CH:24]=[CH:23][CH:22]=[CH:21][C:20]=3[C:25]3[NH:26][C:52](=[O:55])[O:50][N:51]=3)=[CH:17][CH:18]=2)=[C:8]([CH2:27][CH2:28][CH3:29])[N:7]2[N:30]=[C:31]([CH3:33])[N:32]=[C:6]12. The yield is 0.300.